This data is from Full USPTO retrosynthesis dataset with 1.9M reactions from patents (1976-2016). The task is: Predict the reactants needed to synthesize the given product. (1) Given the product [C:17]([O:20][CH2:21][C:22]1[C:23]([N:37]2[CH2:48][CH2:47][N:46]3[C:39](=[CH:40][C:41]4[CH2:42][C:43]([CH3:50])([CH3:49])[CH2:44][C:45]=43)[C:38]2=[O:51])=[N:24][CH:25]=[CH:26][C:27]=1[C:2]1[CH:3]=[C:4]([NH:10][C:11]2[N:12]=[CH:13][N:14]([CH3:16])[CH:15]=2)[C:5](=[O:9])[N:6]([CH3:8])[CH:7]=1)(=[O:19])[CH3:18], predict the reactants needed to synthesize it. The reactants are: Br[C:2]1[CH:3]=[C:4]([NH:10][C:11]2[N:12]=[CH:13][N:14]([CH3:16])[CH:15]=2)[C:5](=[O:9])[N:6]([CH3:8])[CH:7]=1.[C:17]([O:20][CH2:21][C:22]1[C:23]([N:37]2[CH2:48][CH2:47][N:46]3[C:39](=[CH:40][C:41]4[CH2:42][C:43]([CH3:50])([CH3:49])[CH2:44][C:45]=43)[C:38]2=[O:51])=[N:24][CH:25]=[CH:26][C:27]=1B1OC(C)(C)C(C)(C)O1)(=[O:19])[CH3:18].[O-]P([O-])([O-])=O.[K+].[K+].[K+].C([O-])(=O)C.[Na+]. (2) Given the product [CH3:17][C:9]1[N:10]=[C:11]([NH:13][C:14](=[O:16])[CH3:15])[S:12][C:8]=1[C:4]1[CH:5]=[N:6][CH:7]=[C:2]([S:24]([C:18]2[CH:23]=[CH:22][CH:21]=[CH:20][CH:19]=2)(=[O:26])=[O:25])[CH:3]=1, predict the reactants needed to synthesize it. The reactants are: Br[C:2]1[CH:3]=[C:4]([C:8]2[S:12][C:11]([NH:13][C:14](=[O:16])[CH3:15])=[N:10][C:9]=2[CH3:17])[CH:5]=[N:6][CH:7]=1.[C:18]1([S:24]([O-:26])=[O:25])[CH:23]=[CH:22][CH:21]=[CH:20][CH:19]=1.[Na+].C1(P(C2C=CC=CC=2)C2C3OC4C(=CC=CC=4P(C4C=CC=CC=4)C4C=CC=CC=4)C(C)(C)C=3C=CC=2)C=CC=CC=1.C(=O)([O-])[O-].[Cs+].[Cs+]. (3) Given the product [C:16]1([C:2]2[CH:3]=[CH:4][C:5]3[NH:6][C:7]4[C:12]([C:13]=3[CH:14]=2)=[CH:11][C:10]([C:2]2[CH:3]=[CH:4][CH:5]=[CH:13][CH:14]=2)=[CH:9][CH:8]=4)[CH:21]=[CH:20][CH:19]=[CH:18][CH:17]=1, predict the reactants needed to synthesize it. The reactants are: Br[C:2]1[CH:3]=[CH:4][C:5]2[NH:6][C:7]3[C:12]([C:13]=2[CH:14]=1)=[CH:11][C:10](Br)=[CH:9][CH:8]=3.[C:16]1(B(O)O)[CH:21]=[CH:20][CH:19]=[CH:18][CH:17]=1.C([O-])([O-])=O.[K+].[K+]. (4) Given the product [Br:3][C:4]1[CH:5]=[C:6]([CH:14]=[CH:15][CH:16]=1)[CH2:7][CH2:8][O:9][CH2:10][CH2:11][OH:12], predict the reactants needed to synthesize it. The reactants are: N#N.[Br:3][C:4]1[CH:5]=[C:6]([CH:14]=[CH:15][CH:16]=1)[CH2:7][CH2:8][O:9][CH2:10][C:11](O)=[O:12].B.C1COCC1. (5) Given the product [CH2:1]([O:3][C:4]([C:6]1[N:7]([CH2:17][C:18](=[O:19])[NH:20][C:21]2[C:22]([CH3:29])=[CH:23][C:24]([CH3:28])=[CH:25][C:26]=2[CH3:27])[C:8]([Br:15])=[N:9][C:10]=1[C:11]([F:14])([F:13])[F:12])=[O:5])[CH3:2], predict the reactants needed to synthesize it. The reactants are: [CH2:1]([O:3][C:4]([C:6]1[NH:7][C:8]([Br:15])=[N:9][C:10]=1[C:11]([F:14])([F:13])[F:12])=[O:5])[CH3:2].Br[CH2:17][C:18]([NH:20][C:21]1[C:26]([CH3:27])=[CH:25][C:24]([CH3:28])=[CH:23][C:22]=1[CH3:29])=[O:19].C1CCN2C(=NCCC2)CC1.CO. (6) Given the product [NH2:2][C:3]([C:6]1[N:11]=[C:10]([C:12]#[N:13])[CH:9]=[CH:8][CH:7]=1)([CH3:4])[CH3:5], predict the reactants needed to synthesize it. The reactants are: Cl.[NH2:2][C:3]([C:6]1[N:11]=[C:10]([C:12]#[N:13])[CH:9]=[CH:8][CH:7]=1)([CH3:5])[CH3:4].C(=O)(O)[O-].[Na+]. (7) Given the product [C:9]([O:8][C:7]([NH:6][C@@H:5]([C@@H:1]([CH3:2])[CH2:3][CH3:4])[C:14]([N:15]([C@@H:16]([CH:59]([CH3:61])[CH3:60])[CH2:17][C@H:18]([C:35]1[S:36][CH:37]=[C:38]([C:40]([NH:42][C@@H:43]([CH2:52][C:53]2[CH:58]=[CH:57][CH:56]=[CH:55][CH:54]=2)[CH2:44][C@H:45]([CH3:51])[C:46]([O:48][CH2:49][CH3:50])=[O:47])=[O:41])[N:39]=1)[OH:19])[CH3:62])=[O:63])=[O:13])([CH3:11])([CH3:12])[CH3:10].[C:9]([O:8][C:7]([NH:6][C@@H:5]([C@@H:1]([CH3:2])[CH2:3][CH3:4])[C:14]([N:15]([C@@H:16]([CH:59]([CH3:60])[CH3:61])[CH2:17][C@H:18]([C:35]1[S:36][CH:37]=[C:38]([C:40]([NH:42][C@@H:43]([CH2:52][C:53]2[CH:58]=[CH:57][CH:56]=[CH:55][CH:54]=2)[CH2:44][C@H:45]([CH3:51])[C:46]([OH:48])=[O:47])=[O:41])[N:39]=1)[OH:19])[CH3:62])=[O:63])=[O:13])([CH3:11])([CH3:10])[CH3:12].[C@@H:1]([C@@H:5]([C:14](=[O:63])[N:15]([CH3:62])[C@@H:16]([CH:59]([CH3:60])[CH3:61])[CH2:17][C@H:18]([C:35]1[S:36][CH:37]=[C:38]([C:40]([NH:42][C@@H:43]([CH2:52][C:53]2[CH:54]=[CH:55][CH:56]=[CH:57][CH:58]=2)[CH2:44][C@H:45]([CH3:51])[C:46]([O:48][CH2:49][CH3:50])=[O:47])=[O:41])[N:39]=1)[O:19][C:20](=[O:34])[C@H:21]([C@H:30]([CH2:32][CH3:33])[CH3:31])[NH:22][C:23](=[O:29])[O:24][C:25]([CH3:26])([CH3:27])[CH3:28])[NH:6][C:7](=[O:13])[O:8][C:9]([CH3:11])([CH3:12])[CH3:10])([CH2:3][CH3:4])[CH3:2], predict the reactants needed to synthesize it. The reactants are: [C@@H:1]([C@@H:5]([C:14](=[O:63])[N:15]([CH3:62])[C@@H:16]([CH:59]([CH3:61])[CH3:60])[CH2:17][C@H:18]([C:35]1[S:36][CH:37]=[C:38]([C:40]([NH:42][C@@H:43]([CH2:52][C:53]2[CH:58]=[CH:57][CH:56]=[CH:55][CH:54]=2)[CH2:44][C@H:45]([CH3:51])[C:46]([O:48][CH2:49][CH3:50])=[O:47])=[O:41])[N:39]=1)[O:19][C:20](=[O:34])[C@H:21]([C@H:30]([CH2:32][CH3:33])[CH3:31])[NH:22][C:23](=[O:29])[O:24][C:25]([CH3:28])([CH3:27])[CH3:26])[NH:6][C:7](=[O:13])[O:8][C:9]([CH3:12])([CH3:11])[CH3:10])([CH2:3][CH3:4])[CH3:2].[OH-].[Na+].C(#N)C.Cl.